This data is from Forward reaction prediction with 1.9M reactions from USPTO patents (1976-2016). The task is: Predict the product of the given reaction. The product is: [Br:1][C:15]1[C:16]2[O:20][CH:19]([CH3:21])[CH2:18][C:17]=2[C:12]2[C:11]([C:23]([NH:25][CH3:26])=[O:24])=[C:10]([C:7]3[CH:8]=[CH:9][C:4]([F:3])=[CH:5][CH:6]=3)[O:22][C:13]=2[CH:14]=1. Given the reactants [Br:1]Br.[F:3][C:4]1[CH:9]=[CH:8][C:7]([C:10]2[O:22][C:13]3[CH:14]=[CH:15][C:16]4[O:20][CH:19]([CH3:21])[CH2:18][C:17]=4[C:12]=3[C:11]=2[C:23]([NH:25][CH3:26])=[O:24])=[CH:6][CH:5]=1.[O-]S([O-])(=S)=O.[Na+].[Na+], predict the reaction product.